Dataset: Retrosynthesis with 50K atom-mapped reactions and 10 reaction types from USPTO. Task: Predict the reactants needed to synthesize the given product. (1) Given the product CNCc1ccc(C#N)cc1, predict the reactants needed to synthesize it. The reactants are: CN.N#Cc1ccc(C=O)cc1. (2) The reactants are: CCn1nccc1O.Cc1c(C(=O)O)ccc2c1C(Cl)C(Cl)CS2(=O)=O. Given the product CCn1nccc1OC(=O)c1ccc2c(c1C)C(Cl)C(Cl)CS2(=O)=O, predict the reactants needed to synthesize it.